This data is from Forward reaction prediction with 1.9M reactions from USPTO patents (1976-2016). The task is: Predict the product of the given reaction. (1) Given the reactants C[N:2]1[CH:6]=[C:5]([C:7]2[CH:12]=[CH:11][N:10]=[CH:9][CH:8]=2)[C:4]([C:13]2[CH:30]=[CH:29][C:16]([O:17][CH2:18][C:19]3[CH:28]=[CH:27][C:26]4[C:21](=[CH:22][CH:23]=[CH:24][CH:25]=4)[N:20]=3)=[CH:15][CH:14]=2)=[N:3]1.[CH:31](NN)([CH3:33])[CH3:32], predict the reaction product. The product is: [CH:31]([N:3]1[C:4]([C:13]2[CH:14]=[CH:15][C:16]([O:17][CH2:18][C:19]3[CH:28]=[CH:27][C:26]4[C:21](=[CH:22][CH:23]=[CH:24][CH:25]=4)[N:20]=3)=[CH:29][CH:30]=2)=[C:5]([C:7]2[CH:12]=[CH:11][N:10]=[CH:9][CH:8]=2)[CH:6]=[N:2]1)([CH3:33])[CH3:32]. (2) Given the reactants [Cl:1][C:2]1[CH:7]=[C:6]([O:8][C:9]2[C:18]3[C:13](=[CH:14][C:15]([OH:21])=[C:16]([O:19][CH3:20])[CH:17]=3)[N:12]=[CH:11][N:10]=2)[CH:5]=[CH:4][C:3]=1[NH:22][C:23](=[O:27])[N:24]([CH3:26])[CH3:25].C(=O)([O-])[O-].[K+].[K+].Cl.Cl[CH2:36][C:37]1[CH:42]=[CH:41][N:40]=[CH:39][CH:38]=1.O, predict the reaction product. The product is: [Cl:1][C:2]1[CH:7]=[C:6]([O:8][C:9]2[C:18]3[C:13](=[CH:14][C:15]([O:21][CH2:36][C:37]4[CH:42]=[CH:41][N:40]=[CH:39][CH:38]=4)=[C:16]([O:19][CH3:20])[CH:17]=3)[N:12]=[CH:11][N:10]=2)[CH:5]=[CH:4][C:3]=1[NH:22][C:23](=[O:27])[N:24]([CH3:26])[CH3:25]. (3) Given the reactants C(OC([N:8]([C:13]1[CH:42]=[CH:41][C:16]([C:17]([O:19][C@H:20]([C:31]2[CH:36]=[CH:35][C:34]([O:37][CH3:38])=[C:33]([O:39][CH3:40])[CH:32]=2)[CH2:21][C:22]2[C:27]([Cl:28])=[CH:26][N+:25]([O-:29])=[CH:24][C:23]=2[Cl:30])=[O:18])=[CH:15][C:14]=1[O:43][CH2:44][CH:45]1[CH2:47][CH2:46]1)[S:9]([CH3:12])(=[O:11])=[O:10])=O)(C)(C)C.O, predict the reaction product. The product is: [Cl:30][C:23]1[CH:24]=[N+:25]([O-:29])[CH:26]=[C:27]([Cl:28])[C:22]=1[CH2:21][C@H:20]([O:19][C:17](=[O:18])[C:16]1[CH:41]=[CH:42][C:13]([NH:8][S:9]([CH3:12])(=[O:11])=[O:10])=[C:14]([O:43][CH2:44][CH:45]2[CH2:47][CH2:46]2)[CH:15]=1)[C:31]1[CH:36]=[CH:35][C:34]([O:37][CH3:38])=[C:33]([O:39][CH3:40])[CH:32]=1.